Dataset: Forward reaction prediction with 1.9M reactions from USPTO patents (1976-2016). Task: Predict the product of the given reaction. (1) Given the reactants [F:1][C:2]1[CH:10]=[C:9]2[C:5]([C:6]([CH2:11][C:12]([NH2:14])=[O:13])=[CH:7][NH:8]2)=[CH:4][CH:3]=1.C[O:16][C:17](=O)[C:18]([C:20]1[C:30]2=[C:31]3[C:26](=[CH:27][CH:28]=[CH:29]2)[C:25]([CH3:33])([CH3:32])[CH2:24][CH2:23][N:22]3[CH:21]=1)=O, predict the reaction product. The product is: [CH3:32][C:25]1([CH3:33])[C:26]2[C:31]3=[C:30]([C:20]([C:18]4[C:17](=[O:16])[NH:14][C:12](=[O:13])[C:11]=4[C:6]4[C:5]5[C:9](=[CH:10][C:2]([F:1])=[CH:3][CH:4]=5)[NH:8][CH:7]=4)=[CH:21][N:22]3[CH2:23][CH2:24]1)[CH:29]=[CH:28][CH:27]=2. (2) Given the reactants Br[C:2]1[CH:3]=[CH:4][C:5]([N:8]2[CH2:13][CH2:12][O:11][CH2:10][C:9]2=[O:14])=[N:6][CH:7]=1.[F:15][C:16]1[CH:24]=[C:23]2[C:19]([C:20](B3OC(C)(C)C(C)(C)O3)=[CH:21][N:22]2[C:25]([O:27][C:28]([CH3:31])([CH3:30])[CH3:29])=[O:26])=[CH:18][CH:17]=1, predict the reaction product. The product is: [F:15][C:16]1[CH:24]=[C:23]2[C:19]([C:20]([C:2]3[CH:7]=[N:6][C:5]([N:8]4[CH2:13][CH2:12][O:11][CH2:10][C:9]4=[O:14])=[CH:4][CH:3]=3)=[CH:21][N:22]2[C:25]([O:27][C:28]([CH3:31])([CH3:30])[CH3:29])=[O:26])=[CH:18][CH:17]=1. (3) Given the reactants [CH3:1][N:2]([CH3:8])[CH2:3][CH:4]([OH:7])[CH2:5][OH:6].[Na][Na].[H-].[Na+].CS(O[CH2:18][CH2:19][CH2:20][CH2:21][CH2:22][CH2:23][CH2:24][CH2:25]/[CH:26]=[CH:27]\[CH2:28][CH2:29][CH2:30][CH3:31])(=O)=O, predict the reaction product. The product is: [CH3:1][N:2]([CH2:3][CH:4]([O:7][CH2:31][CH2:30][CH2:29][CH2:28][CH2:27][CH2:26][CH2:25][CH2:24]/[CH:23]=[CH:22]\[CH2:21][CH2:20][CH2:19][CH3:18])[CH2:5][O:6][CH2:18][CH2:19][CH2:20][CH2:21][CH2:22][CH2:23][CH2:24][CH2:25]/[CH:26]=[CH:27]\[CH2:28][CH2:29][CH2:30][CH3:31])[CH3:8]. (4) The product is: [CH:24]1[C:25]2[C:34](=[CH:33][C:32]3[C:27]([CH:26]=2)=[CH:28][CH:29]=[CH:30][CH:31]=3)[CH:35]=[CH:36][C:23]=1[C:14]1[CH:15]=[CH:16][C:17]2[C:18]3[C:5](=[CH:4][CH:3]=[CH:2][CH:1]=3)[C:6]3[C:11](=[CH:10][CH:9]=[CH:8][CH:7]=3)[C:12]=2[CH:13]=1. Given the reactants [CH:1]1[C:18]2[C:17]3[C:12](=[CH:13][CH:14]=[CH:15][CH:16]=3)[C:11]3[C:6](=[CH:7][CH:8]=[CH:9][CH:10]=3)[C:5]=2[CH:4]=[CH:3][C:2]=1B(O)O.Br[C:23]1[CH:36]=[CH:35][C:34]2[C:25](=[CH:26][C:27]3[C:32]([CH:33]=2)=[CH:31][CH:30]=[CH:29][CH:28]=3)[CH:24]=1.C(=O)([O-])[O-].[Na+].[Na+], predict the reaction product.